Predict the product of the given reaction. From a dataset of Forward reaction prediction with 1.9M reactions from USPTO patents (1976-2016). (1) Given the reactants C(OC(N[C@H](CC1C=CC=CC=1)C(O[C@H](C1C=CC(OC(F)F)=C(OCC2CC2)C=1)C[C:15]1[C:20]([Cl:21])=[CH:19][N+:18]([O-:22])=[CH:17][C:16]=1[Cl:23])=O)=O)(C)(C)C, predict the reaction product. The product is: [Cl:23][C:16]1[CH:17]=[N+:18]([O-:22])[CH:19]=[C:20]([Cl:21])[CH:15]=1. (2) Given the reactants C(OC(=O)[NH:7][S:8]([N:11]1[CH2:16][CH2:15][C:14]([OH:40])([C:17]2[S:18][C:19]([C:22]3[CH:27]=[C:26]([NH:28][C:29]4[N:34]=[C:33]([C:35]([F:38])([F:37])[F:36])[CH:32]=[CH:31][N:30]=4)[CH:25]=[C:24]([CH3:39])[CH:23]=3)=[CH:20][N:21]=2)[CH2:13][CH2:12]1)(=[O:10])=[O:9])(C)(C)C.C(O)(C(F)(F)F)=O, predict the reaction product. The product is: [OH:40][C:14]1([C:17]2[S:18][C:19]([C:22]3[CH:27]=[C:26]([NH:28][C:29]4[N:34]=[C:33]([C:35]([F:36])([F:38])[F:37])[CH:32]=[CH:31][N:30]=4)[CH:25]=[C:24]([CH3:39])[CH:23]=3)=[CH:20][N:21]=2)[CH2:15][CH2:16][N:11]([S:8]([NH2:7])(=[O:9])=[O:10])[CH2:12][CH2:13]1.